From a dataset of Peptide-MHC class II binding affinity with 134,281 pairs from IEDB. Regression. Given a peptide amino acid sequence and an MHC pseudo amino acid sequence, predict their binding affinity value. This is MHC class II binding data. The peptide sequence is QLIYPLISPSFLVYS. The MHC is DRB1_1201 with pseudo-sequence DRB1_1201. The binding affinity (normalized) is 0.831.